Dataset: Peptide-MHC class II binding affinity with 134,281 pairs from IEDB. Task: Regression. Given a peptide amino acid sequence and an MHC pseudo amino acid sequence, predict their binding affinity value. This is MHC class II binding data. (1) The peptide sequence is ENITSGFLGPLLVLQ. The MHC is DRB1_0101 with pseudo-sequence DRB1_0101. The binding affinity (normalized) is 0.0759. (2) The peptide sequence is PASWKNNRIWLQFAK. The MHC is DRB3_0202 with pseudo-sequence DRB3_0202. The binding affinity (normalized) is 0.505. (3) The peptide sequence is AGILARNLVPMVATV. The MHC is DRB1_1201 with pseudo-sequence DRB1_1201. The binding affinity (normalized) is 0.313. (4) The peptide sequence is LSPGMMMGMFNMLST. The MHC is DRB1_1302 with pseudo-sequence DRB1_1302. The binding affinity (normalized) is 0.172. (5) The peptide sequence is TILQRLGVLFGSRIA. The MHC is DRB1_1501 with pseudo-sequence DRB1_1501. The binding affinity (normalized) is 0.474. (6) The peptide sequence is LSSTGSSCLFVLILF. The MHC is HLA-DQA10301-DQB10302 with pseudo-sequence HLA-DQA10301-DQB10302. The binding affinity (normalized) is 0.431. (7) The peptide sequence is APEVKYTVFEKALKK. The MHC is HLA-DQA10501-DQB10301 with pseudo-sequence HLA-DQA10501-DQB10301. The binding affinity (normalized) is 0.234. (8) The MHC is DRB3_0101 with pseudo-sequence DRB3_0101. The peptide sequence is NQAFRNIVNMLHGVR. The binding affinity (normalized) is 0.0366.